Dataset: Full USPTO retrosynthesis dataset with 1.9M reactions from patents (1976-2016). Task: Predict the reactants needed to synthesize the given product. Given the product [CH2:1]([C:3]([C:27]1[CH:32]=[CH:31][C:30]([O:33][CH2:50][C@H:51]2[O:55][C:54](=[O:56])[CH2:53][CH2:52]2)=[C:29]([CH3:34])[CH:28]=1)([C:6]1[CH:11]=[CH:10][C:9](/[CH:12]=[CH:13]/[C:14]([CH2:24][CH3:25])([OH:23])[CH2:15][CH2:16][CH2:17][CH2:18][CH2:19][CH2:20][CH2:21][CH3:22])=[C:8]([CH3:26])[CH:7]=1)[CH2:4][CH3:5])[CH3:2], predict the reactants needed to synthesize it. The reactants are: [CH2:1]([C:3]([C:27]1[CH:32]=[CH:31][C:30]([OH:33])=[C:29]([CH3:34])[CH:28]=1)([C:6]1[CH:11]=[CH:10][C:9](/[CH:12]=[CH:13]/[C:14]([CH2:24][CH3:25])([OH:23])[CH2:15][CH2:16][CH2:17][CH2:18][CH2:19][CH2:20][CH2:21][CH3:22])=[C:8]([CH3:26])[CH:7]=1)[CH2:4][CH3:5])[CH3:2].C([O-])([O-])=O.[K+].[K+].C1(C)C=CC(S([CH2:50][C@H:51]2[O:55][C:54](=[O:56])[CH2:53][CH2:52]2)(=O)=O)=CC=1.C(OCC)(=O)C.